From a dataset of Reaction yield outcomes from USPTO patents with 853,638 reactions. Predict the reaction yield, written as a fraction of the theoretical maximum amount of product (1.0 means a 100% yield; for example, 0.34 means a 34% yield). (1) The reactants are CCOCC.C([Zn:8][CH2:9][CH3:10])C.[C:11]1([OH:17])[CH:16]=[CH:15][CH:14]=[CH:13][CH:12]=1. The catalyst is CCCCCC. The yield is 0.940. The product is [CH2:9]([Zn:8][O:17][C:11]1[CH:16]=[CH:15][CH:14]=[CH:13][CH:12]=1)[CH3:10]. (2) The reactants are [C:1]([C:3]1[CH:8]=[CH:7][CH:6]=[CH:5][C:4]=1[CH2:9][C:10]([NH2:12])=[O:11])#[CH:2].Cl[C:14]1[C:19]([C:20]([F:23])([F:22])[F:21])=[CH:18][N:17]=[C:16]([NH:24][C:25]2[CH:30]=[CH:29][C:28]([CH:31]3[CH2:36][CH2:35][N:34]([C:37]([O:39][C:40]([CH3:43])([CH3:42])[CH3:41])=[O:38])[CH2:33][CH2:32]3)=[CH:27][C:26]=2[O:44][C:45]([F:48])([F:47])[F:46])[N:15]=1.C(N(CC)CC)C.C1(P(C2C=CC=CC=2)C2C=CC=CC=2)C=CC=CC=1. The catalyst is CN(C=O)C.Cl[Pd](Cl)([P](C1C=CC=CC=1)(C1C=CC=CC=1)C1C=CC=CC=1)[P](C1C=CC=CC=1)(C1C=CC=CC=1)C1C=CC=CC=1. The product is [NH2:12][C:10](=[O:11])[CH2:9][C:4]1[CH:5]=[CH:6][CH:7]=[CH:8][C:3]=1[C:1]#[C:2][C:18]1[C:19]([C:20]([F:21])([F:23])[F:22])=[CH:14][N:15]=[C:16]([NH:24][C:25]2[CH:30]=[CH:29][C:28]([CH:31]3[CH2:32][CH2:33][N:34]([C:37]([O:39][C:40]([CH3:43])([CH3:42])[CH3:41])=[O:38])[CH2:35][CH2:36]3)=[CH:27][C:26]=2[O:44][C:45]([F:46])([F:47])[F:48])[N:17]=1. The yield is 0.730. (3) The reactants are [C:1]1([CH2:7][CH2:8][CH2:9][CH2:10][CH2:11][CH2:12][CH2:13][CH2:14][NH:15][C:16](=[O:43])[C:17]2[CH:22]=[C:21]([C:23]3[CH:28]=[CH:27][C:26]([F:29])=[C:25]([CH3:30])[CH:24]=3)[C:20]([O:31][CH2:32][CH2:33][OH:34])=[C:19]([C:35]3[CH:40]=[CH:39][C:38]([F:41])=[C:37]([CH3:42])[CH:36]=3)[CH:18]=2)[CH:6]=[CH:5][CH:4]=[CH:3][CH:2]=1.C[N+]1([O-])CC[O:48]CC1.S(S([O-])=O)([O-])(=O)=O.[Na+].[Na+].S(S([O-])=O)([O-])=O.[Na+].[Na+].Cl. The catalyst is C(#N)C.CCC[N+](CCC)(CCC)CCC.[O-][Ru](=O)(=O)=O.CC(O)=O.CCOC(C)=O. The product is [F:29][C:26]1[CH:27]=[CH:28][C:23]([C:21]2[CH:22]=[C:17]([C:16](=[O:43])[NH:15][CH2:14][CH2:13][CH2:12][CH2:11][CH2:10][CH2:9][CH2:8][CH2:7][C:1]3[CH:6]=[CH:5][CH:4]=[CH:3][CH:2]=3)[CH:18]=[C:19]([C:35]3[CH:40]=[CH:39][C:38]([F:41])=[C:37]([CH3:42])[CH:36]=3)[C:20]=2[O:31][CH2:32][C:33]([OH:48])=[O:34])=[CH:24][C:25]=1[CH3:30]. The yield is 0.366. (4) The reactants are [CH2:1]([N:8]1[CH:16]=[C:15]2[C:10]([CH:11]=[C:12]([C:17]3[CH:18]=[C:19]([CH:27]4[O:32][CH2:31][CH:30]5[CH2:33][NH:34][CH2:35][CH2:36][N:29]5[CH2:28]4)[N:20]4[C:25]=3[C:24]([NH2:26])=[N:23][CH:22]=[N:21]4)[CH:13]=[CH:14]2)=[N:9]1)[C:2]1[CH:7]=[CH:6][CH:5]=[CH:4][CH:3]=1.C(N(CC)CC)C.[C:44](O)(=[O:47])[CH2:45][OH:46].F[P-](F)(F)(F)(F)F.N1(O[P+](N(C)C)(N(C)C)N(C)C)C2C=CC=CC=2N=N1. The catalyst is CN(C=O)C. The product is [NH2:26][C:24]1[C:25]2=[C:17]([C:12]3[CH:13]=[CH:14][C:15]4[C:10]([CH:11]=3)=[N:9][N:8]([CH2:1][C:2]3[CH:7]=[CH:6][CH:5]=[CH:4][CH:3]=3)[CH:16]=4)[CH:18]=[C:19]([CH:27]3[O:32][CH2:31][CH:30]4[CH2:33][N:34]([C:45](=[O:46])[CH2:44][OH:47])[CH2:35][CH2:36][N:29]4[CH2:28]3)[N:20]2[N:21]=[CH:22][N:23]=1. The yield is 0.360. (5) The reactants are O1CCCCC1[N:7]1[C:15]2[C:10](=[CH:11][C:12]([C:16]([NH2:18])=[O:17])=[CH:13][CH:14]=2)[C:9]([C:19]2[CH:24]=[CH:23][CH:22]=[C:21]([NH:25][C:26](=[O:35])[CH2:27][CH2:28][CH:29]3[CH2:34][CH2:33][CH2:32][NH:31][CH2:30]3)[CH:20]=2)=[N:8]1. The catalyst is C1(C)C=CC=CC=1. The product is [NH:31]1[CH2:32][CH2:33][CH2:34][CH:29]([CH2:28][CH2:27][C:26]([NH:25][C:21]2[CH:20]=[C:19]([C:9]3[C:10]4[C:15](=[CH:14][CH:13]=[C:12]([C:16]([NH2:18])=[O:17])[CH:11]=4)[NH:7][N:8]=3)[CH:24]=[CH:23][CH:22]=2)=[O:35])[CH2:30]1. The yield is 0.0700. (6) The yield is 0.870. The reactants are C[O:2][C:3]([C@@H:5]1[CH2:7][C@H:6]1[C:8](=[O:17])[NH:9][CH:10]1[CH2:15][CH2:14][CH:13](C)[CH2:12][CH2:11]1)=[O:4].[OH-].[Na+].CO.O1CCOC[CH2:23]1. The product is [CH3:23][C@@H:15]1[CH2:14][CH2:13][CH2:12][CH2:11][C@H:10]1[NH:9][C:8]([C@@H:6]1[CH2:7][C@H:5]1[C:3]([OH:2])=[O:4])=[O:17]. No catalyst specified. (7) The reactants are F[C:2]1[C:7]([C:8]2[N:13]=[C:12]([CH3:14])[N:11]=[C:10]([N:15]([CH2:25][C:26]3[CH:31]=[CH:30][C:29]([O:32][CH3:33])=[CH:28][CH:27]=3)[CH2:16][C:17]3[CH:22]=[CH:21][C:20]([O:23][CH3:24])=[CH:19][CH:18]=3)[N:9]=2)=[CH:6][C:5]([C@H:34]([N:36]2[CH2:41][CH2:40][N:39]([S:42]([CH3:45])(=[O:44])=[O:43])[CH2:38][CH2:37]2)[CH3:35])=[CH:4][N:3]=1.[Cl:46][C:47]1[N:52]=[CH:51][C:50]([NH2:53])=[CH:49][C:48]=1[O:54][CH3:55].C[Si]([N-][Si](C)(C)C)(C)C.[Na+]. The catalyst is C1COCC1. The product is [Cl:46][C:47]1[N:52]=[CH:51][C:50]([NH:53][C:2]2[C:7]([C:8]3[N:13]=[C:12]([CH3:14])[N:11]=[C:10]([N:15]([CH2:16][C:17]4[CH:22]=[CH:21][C:20]([O:23][CH3:24])=[CH:19][CH:18]=4)[CH2:25][C:26]4[CH:27]=[CH:28][C:29]([O:32][CH3:33])=[CH:30][CH:31]=4)[N:9]=3)=[CH:6][C:5]([C@H:34]([N:36]3[CH2:37][CH2:38][N:39]([S:42]([CH3:45])(=[O:44])=[O:43])[CH2:40][CH2:41]3)[CH3:35])=[CH:4][N:3]=2)=[CH:49][C:48]=1[O:54][CH3:55]. The yield is 0.740. (8) The reactants are [CH3:1][O:2][C:3]1[CH:8]=[CH:7][C:6]([C:9]2[CH:14]=[CH:13][CH:12]=[C:11]([OH:15])[CH:10]=2)=[CH:5][CH:4]=1.F[C:17]1[CH:24]=[CH:23][C:20]([CH:21]=[O:22])=[CH:19][CH:18]=1.C(=O)([O-])[O-].[Cs+].[Cs+]. The catalyst is CN(C=O)C. The product is [CH3:1][O:2][C:3]1[CH:4]=[CH:5][C:6]([C:9]2[CH:14]=[CH:13][CH:12]=[C:11]([O:15][C:17]3[CH:24]=[CH:23][C:20]([CH:21]=[O:22])=[CH:19][CH:18]=3)[CH:10]=2)=[CH:7][CH:8]=1. The yield is 0.670. (9) The reactants are [Br:1][C:2]1[CH:3]=[C:4]([CH:11]=[CH:12][CH:13]=1)[CH2:5][C:6](=[CH2:10])[C:7]([OH:9])=[O:8].[C:14]([OH:17])(=[S:16])[CH3:15]. No catalyst specified. The product is [C:14]([S:16][CH2:10][CH:6]([CH2:5][C:4]1[CH:11]=[CH:12][CH:13]=[C:2]([Br:1])[CH:3]=1)[C:7]([OH:9])=[O:8])(=[O:17])[CH3:15]. The yield is 0.950. (10) The catalyst is C1COCC1. The reactants are [Br:1][C:2]1[C:3]([Cl:21])=[C:4]2[CH:10]=[CH:9][N:8]([Si](C(C)C)(C(C)C)C(C)C)[C:5]2=[N:6][CH:7]=1.CCCC[N+](CCCC)(CCCC)CCCC.[F-].O. The product is [Br:1][C:2]1[C:3]([Cl:21])=[C:4]2[CH:10]=[CH:9][NH:8][C:5]2=[N:6][CH:7]=1. The yield is 0.899.